This data is from NCI-60 drug combinations with 297,098 pairs across 59 cell lines. The task is: Regression. Given two drug SMILES strings and cell line genomic features, predict the synergy score measuring deviation from expected non-interaction effect. (1) Cell line: PC-3. Drug 2: C1=NC(=NC(=O)N1C2C(C(C(O2)CO)O)O)N. Drug 1: C1=CC(=CC=C1CCCC(=O)O)N(CCCl)CCCl. Synergy scores: CSS=15.2, Synergy_ZIP=-7.05, Synergy_Bliss=-8.02, Synergy_Loewe=-8.09, Synergy_HSA=-5.76. (2) Drug 1: CCCCC(=O)OCC(=O)C1(CC(C2=C(C1)C(=C3C(=C2O)C(=O)C4=C(C3=O)C=CC=C4OC)O)OC5CC(C(C(O5)C)O)NC(=O)C(F)(F)F)O. Drug 2: C1CCC(C(C1)N)N.C(=O)(C(=O)[O-])[O-].[Pt+4]. Cell line: DU-145. Synergy scores: CSS=48.6, Synergy_ZIP=-4.02, Synergy_Bliss=-7.91, Synergy_Loewe=-6.53, Synergy_HSA=-3.45. (3) Drug 1: CC(C)NC(=O)C1=CC=C(C=C1)CNNC.Cl. Drug 2: C1CCC(C(C1)N)N.C(=O)(C(=O)[O-])[O-].[Pt+4]. Cell line: SN12C. Synergy scores: CSS=16.7, Synergy_ZIP=-7.73, Synergy_Bliss=-6.54, Synergy_Loewe=-4.53, Synergy_HSA=-2.61. (4) Drug 1: C1=C(C(=O)NC(=O)N1)N(CCCl)CCCl. Drug 2: C1=CC(=CC=C1CCCC(=O)O)N(CCCl)CCCl. Cell line: SR. Synergy scores: CSS=74.6, Synergy_ZIP=2.01, Synergy_Bliss=0.433, Synergy_Loewe=1.06, Synergy_HSA=4.07.